This data is from Full USPTO retrosynthesis dataset with 1.9M reactions from patents (1976-2016). The task is: Predict the reactants needed to synthesize the given product. (1) Given the product [CH3:1][C:2]1[CH:18]=[CH:17][CH:16]=[C:15]([CH3:19])[C:3]=1[CH2:4][O:5][C:6]1[CH:7]=[C:8]([CH:9]=[CH:10][CH:11]=1)[CH2:12][C:13]1[NH:22][N:21]=[N:20][N:14]=1, predict the reactants needed to synthesize it. The reactants are: [CH3:1][C:2]1[CH:18]=[CH:17][CH:16]=[C:15]([CH3:19])[C:3]=1[CH2:4][O:5][C:6]1[CH:7]=[C:8]([CH2:12][C:13]#[N:14])[CH:9]=[CH:10][CH:11]=1.[N-:20]=[N+:21]=[N-:22].[Na+].[Cl-].[NH4+].C(OCC)(=O)C. (2) Given the product [F:1][C:2]1[CH:28]=[CH:27][C:5]([CH2:6][O:7][C:8]2[CH:13]=[C:12]([CH3:14])[N:11]([C:15]3[CH:16]=[C:17]([CH:22]=[CH:23][C:24]=3[CH3:25])[C:18]([OH:20])=[O:19])[C:10](=[O:26])[CH:9]=2)=[C:4]([CH2:29][NH:30][C:31]([O:33][CH3:34])=[O:32])[CH:3]=1, predict the reactants needed to synthesize it. The reactants are: [F:1][C:2]1[CH:28]=[CH:27][C:5]([CH2:6][O:7][C:8]2[CH:13]=[C:12]([CH3:14])[N:11]([C:15]3[CH:16]=[C:17]([CH:22]=[CH:23][C:24]=3[CH3:25])[C:18]([O:20]C)=[O:19])[C:10](=[O:26])[CH:9]=2)=[C:4]([CH2:29][NH:30][C:31]([O:33][CH3:34])=[O:32])[CH:3]=1.[OH-].[Na+].O.C(O)(=O)CC(CC(O)=O)(C(O)=O)O. (3) Given the product [Cl:14][C:15]1([C:18](=[O:19])[CH2:8][C:7]2[C:2]([Cl:1])=[N:3][CH:4]=[CH:5][CH:6]=2)[CH2:17][CH2:16]1, predict the reactants needed to synthesize it. The reactants are: [Cl:1][C:2]1[C:7]([CH2:8]Cl)=[CH:6][CH:5]=[CH:4][N:3]=1.BrC(Br)C.[Cl:14][C:15]1([C:18](Cl)=[O:19])[CH2:17][CH2:16]1. (4) Given the product [NH2:17][C:12]1[C:11]2[N:10]=[C:9]([S:18][C:19]3[C:27]([I:28])=[CH:26][C:22]4[O:23][CH2:24][O:25][C:21]=4[CH:20]=3)[N:8]([CH2:7][CH2:6][CH2:5][OH:4])[C:16]=2[CH:15]=[CH:14][N:13]=1, predict the reactants needed to synthesize it. The reactants are: C([O:4][CH2:5][CH2:6][CH2:7][N:8]1[C:16]2[CH:15]=[CH:14][N:13]=[C:12]([NH2:17])[C:11]=2[N:10]=[C:9]1[S:18][C:19]1[C:27]([I:28])=[CH:26][C:22]2[O:23][CH2:24][O:25][C:21]=2[CH:20]=1)(=O)C.C([O-])([O-])=O.[K+].[K+].NC1C2N=C(SC3C(Br)=CC4OCOC=4C=3)N(CCCO)C=2C=CN=1.